From a dataset of Forward reaction prediction with 1.9M reactions from USPTO patents (1976-2016). Predict the product of the given reaction. (1) Given the reactants [Cl:1][C:2]1[CH:7]=[CH:6][C:5]([CH:8]([C:29]2[CH:34]=[CH:33][C:32]([Cl:35])=[CH:31][CH:30]=2)[C:9]([N:11]([CH3:28])[C@@H:12]([C:19]2[CH:24]=[CH:23][CH:22]=[C:21]([N+:25]([O-])=O)[CH:20]=2)[CH2:13][N:14]2[CH2:18][CH2:17][CH2:16][CH2:15]2)=[O:10])=[CH:4][CH:3]=1, predict the reaction product. The product is: [NH2:25][C:21]1[CH:20]=[C:19]([C@H:12]([N:11]([CH3:28])[C:9](=[O:10])[CH:8]([C:29]2[CH:34]=[CH:33][C:32]([Cl:35])=[CH:31][CH:30]=2)[C:5]2[CH:6]=[CH:7][C:2]([Cl:1])=[CH:3][CH:4]=2)[CH2:13][N:14]2[CH2:15][CH2:16][CH2:17][CH2:18]2)[CH:24]=[CH:23][CH:22]=1. (2) Given the reactants FC(F)(F)C(O)=O.[Cl:8][C:9]1[CH:26]=[CH:25][C:12]([O:13][CH2:14][C@@H:15]([NH:17]C(=O)OC(C)(C)C)[CH3:16])=[C:11]([C:27]([CH3:33])([CH3:32])[C:28]([F:31])([F:30])[F:29])[CH:10]=1.[OH-].[Na+], predict the reaction product. The product is: [Cl:8][C:9]1[CH:26]=[CH:25][C:12]([O:13][CH2:14][C@@H:15]([NH2:17])[CH3:16])=[C:11]([C:27]([CH3:32])([CH3:33])[C:28]([F:29])([F:30])[F:31])[CH:10]=1.